From a dataset of Reaction yield outcomes from USPTO patents with 853,638 reactions. Predict the reaction yield, written as a fraction of the theoretical maximum amount of product (1.0 means a 100% yield; for example, 0.34 means a 34% yield). (1) The reactants are C[O:2][C:3]([C@H:5]1[C@H:10]([C:11]2[CH:16]=[CH:15][C:14]([F:17])=[CH:13][CH:12]=2)[CH2:9][CH2:8][N:7](C)[CH2:6]1)=[O:4].ClC(OC(Cl)C)=O.[C:34](O[C:34]([O:36][C:37]([CH3:40])([CH3:39])[CH3:38])=[O:35])([O:36][C:37]([CH3:40])([CH3:39])[CH3:38])=[O:35]. The catalyst is ClCCCl.O1CCOCC1. The product is [C:37]([O:36][C:34]([N:7]1[CH2:8][CH2:9][C@@H:10]([C:11]2[CH:16]=[CH:15][C:14]([F:17])=[CH:13][CH:12]=2)[C@H:5]([C:3]([OH:4])=[O:2])[CH2:6]1)=[O:35])([CH3:38])([CH3:39])[CH3:40]. The yield is 0.800. (2) The reactants are [CH:1]1([C:6]#[C:7][C:8]#[N:9])[CH2:5][CH2:4][CH2:3][CH2:2]1.[NH:10]1[CH:14]=[C:13]([C:15]2[C:16]3[CH:23]=[CH:22][N:21](COCC[Si](C)(C)C)[C:17]=3[N:18]=[CH:19][N:20]=2)[CH:12]=[N:11]1.C1CCN2C(=NCCC2)CC1. The catalyst is C(#N)C. The product is [C:1]1(=[C:6]([N:10]2[CH:14]=[C:13]([C:15]3[C:16]4[CH:23]=[CH:22][NH:21][C:17]=4[N:18]=[CH:19][N:20]=3)[CH:12]=[N:11]2)[CH2:7][C:8]#[N:9])[CH2:5][CH2:4][CH2:3][CH2:2]1. The yield is 0.740. (3) The reactants are [C:1]([O:5][C:6]([N:8]([C:16]1[CH:21]=[C:20](Cl)[C:19](Cl)=[CH:18][N:17]=1)[C:9](=[O:15])[O:10][C:11]([CH3:14])([CH3:13])[CH3:12])=[O:7])([CH3:4])([CH3:3])[CH3:2].C([Sn](CCCC)(CCCC)[CH2:29][O:30][CH2:31][Sn](CCCC)(CCCC)CCCC)CCC.CC(C1C=C(C(C)C)C(C2C=CC=CC=2P(C2CCCCC2)C2CCCCC2)=C(C(C)C)C=1)C. The catalyst is C1C=CC(/C=C/C(/C=C/C2C=CC=CC=2)=O)=CC=1.C1C=CC(/C=C/C(/C=C/C2C=CC=CC=2)=O)=CC=1.C1C=CC(/C=C/C(/C=C/C2C=CC=CC=2)=O)=CC=1.[Pd].[Pd].O1CCOCC1. The product is [C:1]([O:5][C:6]([N:8]([C:16]1[N:17]=[CH:18][C:19]2[CH2:29][O:30][CH2:31][C:20]=2[CH:21]=1)[C:9](=[O:15])[O:10][C:11]([CH3:14])([CH3:13])[CH3:12])=[O:7])([CH3:4])([CH3:3])[CH3:2]. The yield is 0.320. (4) The reactants are [F:1][C:2]1[C:3](Cl)=[N:4][C:5]([Cl:8])=[N:6][CH:7]=1.C(=O)([O-])[O-].[K+].[K+].[NH2:16][C@@H:17]1[CH2:21][CH2:20][CH2:19][C@@H:18]1[C:22]([OH:24])=[O:23]. The catalyst is C(O)(C)C. The product is [Cl:8][C:5]1[N:4]=[C:3]([NH:16][C@@H:17]2[CH2:21][CH2:20][CH2:19][C@@H:18]2[C:22]([OH:24])=[O:23])[C:2]([F:1])=[CH:7][N:6]=1. The yield is 0.870. (5) The product is [NH2:20][C:21]1[C:26]([C:27]#[N:28])=[C:25]([NH:12][C@H:10]([C:8]2[N:7]([C:13]3[CH:18]=[CH:17][CH:16]=[CH:15][N:14]=3)[C:6]3[CH:19]=[C:2]([F:1])[CH:3]=[CH:4][C:5]=3[N:9]=2)[CH3:11])[N:24]=[CH:23][N:22]=1. The catalyst is CC(O)C. The reactants are [F:1][C:2]1[CH:3]=[CH:4][C:5]2[N:9]=[C:8]([C@@H:10]([NH2:12])[CH3:11])[N:7]([C:13]3[CH:18]=[CH:17][CH:16]=[CH:15][N:14]=3)[C:6]=2[CH:19]=1.[NH2:20][C:21]1[C:26]([C:27]#[N:28])=[C:25](Cl)[N:24]=[CH:23][N:22]=1.CCN(C(C)C)C(C)C. The yield is 0.720. (6) The reactants are [Cl:1][C:2]1[CH:3]=[CH:4][C:5]([CH3:30])=[C:6]([C@H:8]([O:22][CH2:23][CH2:24][NH:25][C:26]([O:28][CH3:29])=[O:27])[C@@H:9]2[CH2:14][CH2:13][CH2:12][N:11](C(OC(C)(C)C)=O)[CH2:10]2)[CH:7]=1.C(=O)(O)[O-].[Na+]. The catalyst is C(O)(C(F)(F)F)=O.C(Cl)Cl. The product is [Cl:1][C:2]1[CH:3]=[CH:4][C:5]([CH3:30])=[C:6]([C@@H:8]([C@@H:9]2[CH2:14][CH2:13][CH2:12][NH:11][CH2:10]2)[O:22][CH2:23][CH2:24][NH:25][C:26](=[O:27])[O:28][CH3:29])[CH:7]=1. The yield is 1.00. (7) The reactants are Cl[C:2]1[CH:3]=[C:4]([NH:10][C:11]2[CH:23]=[C:14]3[CH2:15][N:16]([CH2:19][CH2:20][O:21][CH3:22])[CH2:17][CH2:18][N:13]3[N:12]=2)[C:5](=[O:9])[N:6]([CH3:8])[N:7]=1.[C:24]([O:27][CH2:28][C:29]1[C:30]([N:44]2[CH2:55][CH2:54][N:53]3[C:46](=[CH:47][C:48]4[CH2:49][C:50]([CH3:57])([CH3:56])[CH2:51][C:52]=43)[C:45]2=[O:58])=[N:31][CH:32]=[CH:33][C:34]=1B1OC(C)(C)C(C)(C)O1)(=[O:26])[CH3:25].[O-]P([O-])([O-])=O.[K+].[K+].[K+].C([O-])(=O)C.[Na+]. The catalyst is C1C=CC(P(C2C=CC=CC=2)[C-]2C=CC=C2)=CC=1.C1C=CC(P(C2C=CC=CC=2)[C-]2C=CC=C2)=CC=1.Cl[Pd]Cl.[Fe+2].C(#N)C.O. The product is [C:24]([O:27][CH2:28][C:29]1[C:30]([N:44]2[CH2:55][CH2:54][N:53]3[C:46](=[CH:47][C:48]4[CH2:49][C:50]([CH3:57])([CH3:56])[CH2:51][C:52]=43)[C:45]2=[O:58])=[N:31][CH:32]=[CH:33][C:34]=1[C:2]1[CH:3]=[C:4]([NH:10][C:11]2[CH:23]=[C:14]3[CH2:15][N:16]([CH2:19][CH2:20][O:21][CH3:22])[CH2:17][CH2:18][N:13]3[N:12]=2)[C:5](=[O:9])[N:6]([CH3:8])[N:7]=1)(=[O:26])[CH3:25]. The yield is 0.430. (8) The reactants are [F:1][C:2]([F:7])([F:6])[C:3]([OH:5])=[O:4].[OH:8][C@H:9]1[C@H:15]2[CH2:16][N:11]([C:12]3[CH:29]=[CH:28][C:27]([C:30]4[CH:35]=[CH:34][CH:33]=[C:32]([C:36]([F:39])([F:38])[F:37])[CH:31]=4)=[N:26][C:13]=3[N:14]2[C:17]([NH:19][C:20]2[CH:25]=[CH:24][CH:23]=[CH:22][N:21]=2)=[O:18])[CH2:10]1.CC(OI1(OC(C)=O)(OC(C)=O)OC(=O)C2C1=CC=CC=2)=O.C([O-])(O)=O.[Na+]. The catalyst is C(Cl)Cl. The product is [F:1][C:2]([F:7])([F:6])[C:3]([OH:5])=[O:4].[O:8]=[C:9]1[C@H:15]2[CH2:16][N:11]([C:12]3[CH:29]=[CH:28][C:27]([C:30]4[CH:35]=[CH:34][CH:33]=[C:32]([C:36]([F:39])([F:38])[F:37])[CH:31]=4)=[N:26][C:13]=3[N:14]2[C:17]([NH:19][C:20]2[CH:25]=[CH:24][CH:23]=[CH:22][N:21]=2)=[O:18])[CH2:10]1. The yield is 0.670.